From a dataset of Forward reaction prediction with 1.9M reactions from USPTO patents (1976-2016). Predict the product of the given reaction. Given the reactants [CH3:1][C:2]1([CH3:14])[N:5]([C:6]([O:8][C:9]([CH3:12])([CH3:11])[CH3:10])=[O:7])[C:4](=[O:13])[CH2:3]1.[BH4-].[Na+].O.[NH4+].[Cl-], predict the reaction product. The product is: [C:9]([O:8][C:6](=[O:7])[NH:5][C:2]([CH3:14])([CH3:1])[CH2:3][CH2:4][OH:13])([CH3:12])([CH3:10])[CH3:11].